The task is: Predict the reaction yield, written as a fraction of the theoretical maximum amount of product (1.0 means a 100% yield; for example, 0.34 means a 34% yield).. This data is from Reaction yield outcomes from USPTO patents with 853,638 reactions. (1) The reactants are C1CCC(N=C=NC2CCCCC2)CC1.C1C=CC2N(O)N=NC=2C=1.Cl.[C:27]1([CH:33]([N:37]2[CH2:42][CH2:41][S:40][CH2:39][CH2:38]2)[C:34]([OH:36])=[O:35])[CH:32]=[CH:31][CH:30]=[CH:29][CH:28]=1.[N:43]12[CH2:50][CH2:49][CH:46]([CH2:47][CH2:48]1)[C@@H:45](O)[CH2:44]2. The catalyst is C1COCC1. The product is [C:27]1([CH:33]([N:37]2[CH2:38][CH2:39][S:40][CH2:41][CH2:42]2)[C:34]([O:36][C@@H:45]2[CH:46]3[CH2:49][CH2:50][N:43]([CH2:48][CH2:47]3)[CH2:44]2)=[O:35])[CH:32]=[CH:31][CH:30]=[CH:29][CH:28]=1. The yield is 0.442. (2) The reactants are [CH3:1][O:2][CH2:3][C:4]([C:6]1[C:11]([OH:12])=[C:10]([CH2:13][CH:14]=[C:15]([CH3:17])[CH3:16])[C:9]([OH:18])=[C:8]([CH2:19][CH:20]=[C:21]([CH3:23])[CH3:22])[C:7]=1[OH:24])=[O:5].C(=O)([O-])[O-].[K+].[K+].[F:31][C:32]1[CH:33]=[C:34]([CH:38]=[CH:39][C:40]=1[O:41][CH3:42])[C:35](Cl)=O. The catalyst is CCCC[N+](CCCC)(CCCC)CCCC.[Br-].C1(C)C=CC=CC=1. The product is [F:31][C:32]1[CH:33]=[C:34]([C:35]2[O:24][C:7]3[C:8]([CH2:19][CH:20]=[C:21]([CH3:23])[CH3:22])=[C:9]([OH:18])[C:10]([CH2:13][CH:14]=[C:15]([CH3:17])[CH3:16])=[C:11]([OH:12])[C:6]=3[C:4](=[O:5])[C:3]=2[O:2][CH3:1])[CH:38]=[CH:39][C:40]=1[O:41][CH3:42]. The yield is 0.326.